Dataset: Forward reaction prediction with 1.9M reactions from USPTO patents (1976-2016). Task: Predict the product of the given reaction. (1) Given the reactants [F:1][C:2]1[CH:7]=[C:6]([F:8])[CH:5]=[CH:4][C:3]=1[C:9]1[CH:14]=[CH:13][C:12]([C@@H:15]([N:17]2[CH2:22][CH2:21][C@:20]([CH2:30][CH:31]=[O:32])([C:23]3[CH:28]=[CH:27][C:26]([F:29])=[CH:25][CH:24]=3)[O:19][C:18]2=[O:33])[CH3:16])=[CH:11][CH:10]=1.[CH3:34][Mg+].[Br-], predict the reaction product. The product is: [F:1][C:2]1[CH:7]=[C:6]([F:8])[CH:5]=[CH:4][C:3]=1[C:9]1[CH:14]=[CH:13][C:12]([C@@H:15]([N:17]2[CH2:22][CH2:21][C@@:20]([C:23]3[CH:28]=[CH:27][C:26]([F:29])=[CH:25][CH:24]=3)([CH2:30][CH:31]([OH:32])[CH3:34])[O:19][C:18]2=[O:33])[CH3:16])=[CH:11][CH:10]=1. (2) Given the reactants [Cl:1][C:2]1[CH:21]=[C:20]([Cl:22])[CH:19]=[CH:18][C:3]=1[CH2:4][N:5]1[C:9]2[CH:10]=[C:11]([CH:15]=O)[CH:12]=[C:13]([CH3:14])[C:8]=2[N:7]=[C:6]1[CH3:17].[NH2:23][C:24]1[CH:25]=[C:26]([CH:32]=[CH:33][CH:34]=1)[C:27]([O:29][CH2:30][CH3:31])=[O:28], predict the reaction product. The product is: [Cl:1][C:2]1[CH:21]=[C:20]([Cl:22])[CH:19]=[CH:18][C:3]=1[CH2:4][N:5]1[C:9]2[CH:10]=[C:11]([CH2:15][NH:23][C:24]3[CH:25]=[C:26]([CH:32]=[CH:33][CH:34]=3)[C:27]([O:29][CH2:30][CH3:31])=[O:28])[CH:12]=[C:13]([CH3:14])[C:8]=2[N:7]=[C:6]1[CH3:17]. (3) Given the reactants [CH3:1][S:2]([C:5]1[CH:10]=[CH:9][C:8]([C:11]2[N:16]3[N:17]=[C:18]([NH2:20])[N:19]=[C:15]3[CH:14]=[CH:13][CH:12]=2)=[CH:7][CH:6]=1)(=[O:4])=[O:3].Br[C:22]1[CH:23]=[C:24]([CH:32]=[CH:33][CH:34]=1)[CH2:25][N:26]1[CH2:31][CH2:30][O:29][CH2:28][CH2:27]1.C1(P(C2CCCCC2)C2C=CC=CC=2C2C=CC=CC=2P(C2CCCCC2)C2CCCCC2)CCCCC1, predict the reaction product. The product is: [CH3:1][S:2]([C:5]1[CH:10]=[CH:9][C:8]([C:11]2[N:16]3[N:17]=[C:18]([NH:20][C:33]4[CH:34]=[CH:22][CH:23]=[C:24]([CH2:25][N:26]5[CH2:31][CH2:30][O:29][CH2:28][CH2:27]5)[CH:32]=4)[N:19]=[C:15]3[CH:14]=[CH:13][CH:12]=2)=[CH:7][CH:6]=1)(=[O:3])=[O:4]. (4) Given the reactants [OH:1][CH:2]([C:6]1[CH:11]=[CH:10][C:9]([C:12]2[N:16]=[C:15]([C:17]3[O:21][N:20]=[C:19]([C:22]4[CH:27]=[CH:26][CH:25]=[CH:24][CH:23]=4)[C:18]=3[C:28]([F:31])([F:30])[F:29])[O:14][N:13]=2)=[CH:8][CH:7]=1)[C:3](O)=[O:4].CN1CCOCC1.[NH2:39][CH2:40][C:41]([O:43][C:44]([CH3:47])([CH3:46])[CH3:45])=[O:42].CN(C(ON1N=NC2C=CC=NC1=2)=[N+](C)C)C.F[P-](F)(F)(F)(F)F, predict the reaction product. The product is: [OH:1][CH:2]([C:6]1[CH:7]=[CH:8][C:9]([C:12]2[N:16]=[C:15]([C:17]3[O:21][N:20]=[C:19]([C:22]4[CH:23]=[CH:24][CH:25]=[CH:26][CH:27]=4)[C:18]=3[C:28]([F:31])([F:30])[F:29])[O:14][N:13]=2)=[CH:10][CH:11]=1)[C:3]([NH:39][CH2:40][C:41]([O:43][C:44]([CH3:47])([CH3:46])[CH3:45])=[O:42])=[O:4]. (5) Given the reactants [C:1]1(=[O:6])[CH2:5][CH2:4][CH:3]=[CH:2]1.[C:7]([O:14][CH3:15])(=[O:13])[CH2:8][C:9]([O:11][CH3:12])=[O:10], predict the reaction product. The product is: [O:6]=[C:1]1[CH2:5][CH2:4][CH:3]([CH:8]([C:7]([O:14][CH3:15])=[O:13])[C:9]([O:11][CH3:12])=[O:10])[CH2:2]1. (6) Given the reactants [C:1]12([CH2:11][C:12]3[CH:17]=[CH:16][N:15]=[CH:14][CH:13]=3)[CH2:10][CH:5]3[CH2:6][CH:7]([CH2:9][CH:3]([CH2:4]3)[CH2:2]1)[CH2:8]2.Cl.C(Cl)[Cl:20], predict the reaction product. The product is: [ClH:20].[C:1]12([CH2:11][CH:12]3[CH2:17][CH2:16][NH:15][CH2:14][CH2:13]3)[CH2:10][CH:5]3[CH2:4][CH:3]([CH2:9][CH:7]([CH2:6]3)[CH2:8]1)[CH2:2]2. (7) Given the reactants [C:1]([C:5]1[N:6]=[C:7]([N:21]2[CH2:25][CH2:24][C@H:23]([OH:26])[CH2:22]2)[C:8]2[C:9](=[N:11][N:12]([CH2:14][C:15]3C(C)=N[O:17][N:16]=3)[N:13]=2)[N:10]=1)([CH3:4])([CH3:3])[CH3:2].[C:27]([C:31]1[N:32]=C(N2CC[C@H](OC(=O)C(F)(F)F)C2)C2N=NNC=2N=1)(C)(C)C.ClCC1N=C(C)ON=1, predict the reaction product. The product is: [C:1]([C:5]1[N:6]=[C:7]([N:21]2[CH2:25][CH2:24][C@H:23]([OH:26])[CH2:22]2)[C:8]2[C:9](=[N:11][N:12]([CH2:14][C:15]3[N:32]=[C:31]([CH3:27])[O:17][N:16]=3)[N:13]=2)[N:10]=1)([CH3:4])([CH3:2])[CH3:3]. (8) Given the reactants [N+:1]([C:4]1[CH:5]=[CH:6][C:7]([O:10][C:11]2[CH:12]=[C:13]3[C:18](=[CH:19][CH:20]=2)[O:17][CH:16]([C:21]2[CH:26]=[CH:25][CH:24]=[CH:23][CH:22]=2)[CH2:15][CH2:14]3)=[N:8][CH:9]=1)([O-:3])=[O:2].[F:27]C1C=CC=CC=1C1CCC2C(=CC=C(O)C=2)O1, predict the reaction product. The product is: [F:27][C:26]1[CH:25]=[CH:24][CH:23]=[CH:22][C:21]=1[CH:16]1[CH2:15][CH2:14][C:13]2[C:18](=[CH:19][CH:20]=[C:11]([O:10][C:7]3[CH:6]=[CH:5][C:4]([N+:1]([O-:3])=[O:2])=[CH:9][N:8]=3)[CH:12]=2)[O:17]1. (9) Given the reactants Cl.[NH2:2][CH2:3][CH2:4][CH2:5][C:6]([O:8][CH2:9][CH3:10])=[O:7].C(N(CC)CC)C.[C:18](O[C:18]([O:20][C:21]([CH3:24])([CH3:23])[CH3:22])=[O:19])([O:20][C:21]([CH3:24])([CH3:23])[CH3:22])=[O:19].Cl, predict the reaction product. The product is: [C:21]([O:20][C:18]([NH:2][CH2:3][CH2:4][CH2:5][C:6]([O:8][CH2:9][CH3:10])=[O:7])=[O:19])([CH3:24])([CH3:23])[CH3:22]. (10) Given the reactants [CH2:1]([NH:3][C:4]([NH:6][C:7]1[S:8][C:9]2[CH:15]=[C:14]([N+:16]([O-])=O)[CH:13]=[CH:12][C:10]=2[N:11]=1)=[O:5])[CH3:2], predict the reaction product. The product is: [CH2:1]([NH:3][C:4]([NH:6][C:7]1[S:8][C:9]2[CH:15]=[C:14]([N:16]3[CH:12]=[CH:10][CH:9]=[CH:15]3)[CH:13]=[CH:12][C:10]=2[N:11]=1)=[O:5])[CH3:2].